This data is from Forward reaction prediction with 1.9M reactions from USPTO patents (1976-2016). The task is: Predict the product of the given reaction. (1) The product is: [CH3:1][O:2][C:3](=[O:25])[C:4]1[CH:9]=[C:8]([NH2:10])[C:7]([NH:13][CH3:14])=[CH:6][C:5]=1[N:15]1[CH2:16][CH2:17][CH:18]([C:21]([F:22])([F:24])[F:23])[CH2:19][CH2:20]1. Given the reactants [CH3:1][O:2][C:3](=[O:25])[C:4]1[CH:9]=[C:8]([N+:10]([O-])=O)[C:7]([NH:13][CH3:14])=[CH:6][C:5]=1[N:15]1[CH2:20][CH2:19][CH:18]([C:21]([F:24])([F:23])[F:22])[CH2:17][CH2:16]1, predict the reaction product. (2) Given the reactants Br[C:2]1[CH:3]=[N:4][N:5]2[CH:10]=[CH:9][CH:8]=[N:7][C:6]=12.[N:11]1[CH:16]=[CH:15][CH:14]=[CH:13][C:12]=1[C:17]1[C:18](B(O)O)=[C:19]2[CH2:24][CH2:23][CH2:22][N:20]2[N:21]=1.C1(P(C2C=CC=CC=2)C2C=CC=CC=2)C=CC=CC=1.C(=O)([O-])[O-].[K+].[K+], predict the reaction product. The product is: [N:11]1[CH:16]=[CH:15][CH:14]=[CH:13][C:12]=1[C:17]1[C:18]([C:2]2[CH:3]=[N:4][N:5]3[CH:10]=[CH:9][CH:8]=[N:7][C:6]=23)=[C:19]2[CH2:24][CH2:23][CH2:22][N:20]2[N:21]=1.